This data is from TCR-epitope binding with 47,182 pairs between 192 epitopes and 23,139 TCRs. The task is: Binary Classification. Given a T-cell receptor sequence (or CDR3 region) and an epitope sequence, predict whether binding occurs between them. (1) The epitope is DATYQRTRALVR. The TCR CDR3 sequence is CAWSVGGGGYTF. Result: 0 (the TCR does not bind to the epitope). (2) The epitope is LLDFVRFMGV. The TCR CDR3 sequence is CASSKVWGTGRETYEQYF. Result: 1 (the TCR binds to the epitope).